Predict the reaction yield, written as a fraction of the theoretical maximum amount of product (1.0 means a 100% yield; for example, 0.34 means a 34% yield). From a dataset of Reaction yield outcomes from USPTO patents with 853,638 reactions. (1) The reactants are [CH3:1][C:2]1[C:6]([CH2:7][N:8]2[CH:12]=[C:11]([N:13]3[C:17](=[O:18])[CH2:16][NH:15][C:14]3=[O:19])[CH:10]=[N:9]2)=[C:5]([CH3:20])[O:4][N:3]=1.Br[CH2:22][C:23]1[CH:28]=[CH:27][CH:26]=[CH:25][C:24]=1[CH3:29]. No catalyst specified. The product is [CH3:1][C:2]1[C:6]([CH2:7][N:8]2[CH:12]=[C:11]([N:13]3[C:17](=[O:18])[CH2:16][N:15]([CH2:22][C:23]4[CH:28]=[CH:27][CH:26]=[CH:25][C:24]=4[CH3:29])[C:14]3=[O:19])[CH:10]=[N:9]2)=[C:5]([CH3:20])[O:4][N:3]=1. The yield is 0.210. (2) The reactants are [F:1][C:2]1[CH:3]=[CH:4][C:5]([NH:8][NH2:9])=[N:6][CH:7]=1.C(N(CC)CC)C.[CH:17]([N:20]([CH:24]([CH3:26])[CH3:25])[C:21](Cl)=[O:22])([CH3:19])[CH3:18].O. The catalyst is C(Cl)Cl. The product is [F:1][C:2]1[CH:3]=[CH:4][C:5]([NH:8][NH:9][C:21]([N:20]([CH:24]([CH3:26])[CH3:25])[CH:17]([CH3:19])[CH3:18])=[O:22])=[N:6][CH:7]=1. The yield is 0.500.